Task: Predict the product of the given reaction.. Dataset: Forward reaction prediction with 1.9M reactions from USPTO patents (1976-2016) (1) Given the reactants [N:1]1[CH:6]=[CH:5][CH:4]=[C:3](B(CC)CC)[CH:2]=1.Br[C:13]1[CH:18]=[CH:17][C:16]([CH2:19][CH2:20][OH:21])=[CH:15][CH:14]=1.[OH-].[K+].O, predict the reaction product. The product is: [OH:21][CH2:20][CH2:19][C:16]1[CH:17]=[CH:18][C:13]([C:3]2[CH:2]=[N:1][CH:6]=[CH:5][CH:4]=2)=[CH:14][CH:15]=1. (2) The product is: [CH3:15][O:14][C:12]([C:11]1[CH:10]=[CH:9][C:8]([O:7][CH2:19][CH:20]2[O:25][CH2:24][CH2:23][N:22]([C:26]([O:28][C:29]([CH3:30])([CH3:32])[CH3:31])=[O:27])[CH2:21]2)=[CH:17][CH:16]=1)=[O:13]. Given the reactants C(=O)([O-])[O-].[Cs+].[Cs+].[OH:7][C:8]1[CH:17]=[CH:16][C:11]([C:12]([O:14][CH3:15])=[O:13])=[CH:10][CH:9]=1.Cl[CH2:19][CH:20]1[O:25][CH2:24][CH2:23][N:22]([C:26]([O:28][C:29]([CH3:32])([CH3:31])[CH3:30])=[O:27])[CH2:21]1, predict the reaction product. (3) Given the reactants C[Si]([N:5]=[C:6]=[O:7])(C)C.[NH2:8][C:9]1[C:18]2[N:19]=[C:20]([CH2:29][CH2:30][CH3:31])[N:21]([CH2:22][CH2:23][CH2:24][CH2:25][NH:26][O:27][CH3:28])[C:17]=2[C:16]2[CH:15]=[CH:14][CH:13]=[CH:12][C:11]=2[N:10]=1.N12CCCN=C1CCCCC2, predict the reaction product. The product is: [NH2:8][C:9]1[C:18]2[N:19]=[C:20]([CH2:29][CH2:30][CH3:31])[N:21]([CH2:22][CH2:23][CH2:24][CH2:25][N:26]([O:27][CH3:28])[C:6]([NH2:5])=[O:7])[C:17]=2[C:16]2[CH:15]=[CH:14][CH:13]=[CH:12][C:11]=2[N:10]=1. (4) Given the reactants [CH2:1]([NH:3][C:4]([C:6]1[CH:11]=[CH:10][C:9]([N:12]2[C:16]([CH2:17][CH2:18][CH2:19][C:20]3[CH:25]=[CH:24][CH:23]=[CH:22][CH:21]=3)=[C:15]([C:26](O)=[O:27])[N:14]=[N:13]2)=[CH:8][CH:7]=1)=[O:5])[CH3:2].C1C=C[C:32]2N(O)N=[N:35][C:33]=2[CH:34]=1.C1(N)CC1.CCN=C=NCCCN(C)C, predict the reaction product. The product is: [CH:33]1([NH:35][C:26]([C:15]2[N:14]=[N:13][N:12]([C:9]3[CH:10]=[CH:11][C:6]([C:4]([NH:3][CH2:1][CH3:2])=[O:5])=[CH:7][CH:8]=3)[C:16]=2[CH2:17][CH2:18][CH2:19][C:20]2[CH:25]=[CH:24][CH:23]=[CH:22][CH:21]=2)=[O:27])[CH2:34][CH2:32]1. (5) Given the reactants C([O-])=O.[NH4+].[N+:5]([C:8]1[CH:9]=[C:10]([NH:14][C:15]([C:17]2[C:18]([C:23]3[CH:28]=[CH:27][C:26]([C:29]([F:32])([F:31])[F:30])=[CH:25][CH:24]=3)=[CH:19][CH:20]=[CH:21][CH:22]=2)=[O:16])[CH:11]=[CH:12][CH:13]=1)([O-])=O.C1COCC1, predict the reaction product. The product is: [NH2:5][C:8]1[CH:9]=[C:10]([NH:14][C:15]([C:17]2[C:18]([C:23]3[CH:28]=[CH:27][C:26]([C:29]([F:30])([F:31])[F:32])=[CH:25][CH:24]=3)=[CH:19][CH:20]=[CH:21][CH:22]=2)=[O:16])[CH:11]=[CH:12][CH:13]=1. (6) Given the reactants Cl.[CH3:2][O:3][C:4]1[CH:5]=[C:6]2[C:11](=[C:12]3[CH2:16][C:15]([CH3:18])([CH3:17])[O:14][C:13]=13)[C:10]([C:19]1[CH:20]=[C:21]([CH:25]=[CH:26][CH:27]=1)[C:22](O)=[O:23])=[N:9][C:8]([CH3:29])([CH3:28])[CH2:7]2.S(Cl)(Cl)=O.[NH2:34][C:35]1[C:40]([Cl:41])=[CH:39][N:38]=[CH:37][C:36]=1[Cl:42].[H-].[Na+], predict the reaction product. The product is: [Cl:42][C:36]1[CH:37]=[N:38][CH:39]=[C:40]([Cl:41])[C:35]=1[NH:34][C:22](=[O:23])[C:21]1[CH:25]=[CH:26][CH:27]=[C:19]([C:10]2[C:11]3[C:6](=[CH:5][C:4]([O:3][CH3:2])=[C:13]4[O:14][C:15]([CH3:18])([CH3:17])[CH2:16][C:12]4=3)[CH2:7][C:8]([CH3:28])([CH3:29])[N:9]=2)[CH:20]=1. (7) Given the reactants [F:1][C:2]1[CH:9]=[C:8]([OH:10])[CH:7]=[CH:6][C:3]=1[C:4]#[N:5].Br[C:12]1[N:17]=[C:16]([CH3:18])[C:15]([CH:19]=[O:20])=[CH:14][CH:13]=1.C([O-])([O-])=O.[K+].[K+], predict the reaction product. The product is: [F:1][C:2]1[CH:9]=[C:8]([O:10][C:12]2[CH:13]=[CH:14][C:15]([CH:19]=[O:20])=[C:16]([CH3:18])[N:17]=2)[CH:7]=[CH:6][C:3]=1[C:4]#[N:5]. (8) Given the reactants [CH3:1][O:2][C:3]1[CH:4]=[C:5]2[C:10](=[CH:11][CH:12]=1)[N:9]=[CH:8][N:7]([C:13]1[CH:14]=[C:15]([CH:20]=[CH:21][C:22]=1[CH3:23])[C:16]([O:18]C)=[O:17])[C:6]2=[O:24].[OH-].[Na+].Cl, predict the reaction product. The product is: [CH3:1][O:2][C:3]1[CH:4]=[C:5]2[C:10](=[CH:11][CH:12]=1)[N:9]=[CH:8][N:7]([C:13]1[CH:14]=[C:15]([CH:20]=[CH:21][C:22]=1[CH3:23])[C:16]([OH:18])=[O:17])[C:6]2=[O:24]. (9) The product is: [CH3:1][O:2][C:3]1[CH:4]=[C:5]2[C:10](=[CH:11][CH:12]=1)[CH:9]([CH:13]1[CH2:18][CH2:17][N:16]([S:19]([C:22]3[N:23]=[CH:24][N:25]([CH3:27])[CH:26]=3)(=[O:21])=[O:20])[CH2:15][CH2:14]1)[NH:8][CH2:7][CH2:6]2. Given the reactants [CH3:1][O:2][C:3]1[CH:4]=[C:5]2[C:10](=[CH:11][CH:12]=1)[C:9]([CH:13]1[CH2:18][CH2:17][N:16]([S:19]([C:22]3[N:23]=[CH:24][N:25]([CH3:27])[CH:26]=3)(=[O:21])=[O:20])[CH2:15][CH2:14]1)=[N:8][CH2:7][CH2:6]2.[BH4-].[Na+], predict the reaction product. (10) The product is: [C:16]([C:15]1[CH:18]=[CH:19][C:12]([O:11][C:6]2[C:7]([CH3:10])=[N:8][CH:9]=[C:4]([CH2:1][NH:21][C:22]3[CH:29]=[CH:28][C:25]([C:26]#[N:27])=[CH:24][CH:23]=3)[C:5]=2[CH3:20])=[CH:13][CH:14]=1)#[N:17]. Given the reactants [C:1]([C:4]1[C:5]([CH3:20])=[C:6]([O:11][C:12]2[CH:19]=[CH:18][C:15]([C:16]#[N:17])=[CH:14][CH:13]=2)[C:7]([CH3:10])=[N:8][CH:9]=1)(O)=O.[NH2:21][C:22]1[CH:29]=[CH:28][C:25]([C:26]#[N:27])=[CH:24][CH:23]=1, predict the reaction product.